From a dataset of Catalyst prediction with 721,799 reactions and 888 catalyst types from USPTO. Predict which catalyst facilitates the given reaction. (1) Reactant: [CH3:1][O:2][C:3]1[C:12]2[C:7](=[CH:8][CH:9]=[CH:10][CH:11]=2)[N:6]=[CH:5][CH:4]=1.ClC1C=CC=C(C(OO)=[O:21])C=1.C(=O)([O-])O.[Na+]. Product: [CH3:1][O:2][C:3]1[C:12]2[C:7](=[CH:8][CH:9]=[CH:10][CH:11]=2)[N+:6]([O-:21])=[CH:5][CH:4]=1. The catalyst class is: 22. (2) Reactant: C(N(CC)CC)C.[C:8](Cl)(=[O:10])[CH3:9].Cl.[CH3:13][O:14][C:15]1[N:20]=[CH:19][C:18]([N:21]2[C:25]([C:26]3[CH:31]=[CH:30][CH:29]=[CH:28][N:27]=3)=[CH:24][C:23]([C:32]([N:34]3[CH2:39][CH2:38][NH:37][CH2:36][CH2:35]3)=[O:33])=[N:22]2)=[CH:17][CH:16]=1. Product: [CH3:13][O:14][C:15]1[N:20]=[CH:19][C:18]([N:21]2[C:25]([C:26]3[CH:31]=[CH:30][CH:29]=[CH:28][N:27]=3)=[CH:24][C:23]([C:32]([N:34]3[CH2:39][CH2:38][N:37]([C:8](=[O:10])[CH3:9])[CH2:36][CH2:35]3)=[O:33])=[N:22]2)=[CH:17][CH:16]=1. The catalyst class is: 2.